Dataset: Reaction yield outcomes from USPTO patents with 853,638 reactions. Task: Predict the reaction yield, written as a fraction of the theoretical maximum amount of product (1.0 means a 100% yield; for example, 0.34 means a 34% yield). (1) The reactants are CON(C)[C:4](=[O:32])[C:5]1[CH:10]=[CH:9][CH:8]=[C:7]([NH:11][C:12]2[CH:17]=[C:16]([NH:18][C:19]3[CH:24]=[CH:23][C:22]([O:25][C:26]4[CH:31]=[CH:30][CH:29]=[CH:28][CH:27]=4)=[CH:21][CH:20]=3)[N:15]=[CH:14][N:13]=2)[CH:6]=1.[H-].[H-].[H-].[H-].[Li+].[Al+3]. The catalyst is C1COCC1. The product is [O:25]([C:22]1[CH:21]=[CH:20][C:19]([NH:18][C:16]2[N:15]=[CH:14][N:13]=[C:12]([NH:11][C:7]3[CH:6]=[C:5]([CH:10]=[CH:9][CH:8]=3)[CH:4]=[O:32])[CH:17]=2)=[CH:24][CH:23]=1)[C:26]1[CH:27]=[CH:28][CH:29]=[CH:30][CH:31]=1. The yield is 0.920. (2) The product is [Cl:1][C:2]1[N:7]=[C:6]([CH2:8][OH:9])[CH:5]=[C:4]([I:10])[C:3]=1[O:11][CH2:20][C:21]([F:24])([F:23])[F:22]. The catalyst is CN(C)P(N(C)C)(N(C)C)=O.O. The reactants are [Cl:1][C:2]1[N:7]=[C:6]([CH2:8][OH:9])[CH:5]=[C:4]([I:10])[C:3]=1[OH:11].[H-].[Na+].FC(F)(F)S(O[CH2:20][C:21]([F:24])([F:23])[F:22])(=O)=O.Cl. The yield is 0.900. (3) The reactants are [NH:1]1[C:5]2[CH:6]=[CH:7][CH:8]=[CH:9][C:4]=2[N:3]=[C:2]1[CH2:10][N:11]1[C@H:24]2[C@@H:15]([CH2:16][CH2:17][C:18]3[C:23]2=[N:22][CH:21]=[CH:20][CH:19]=3)[CH2:14][CH2:13][CH2:12]1.C(=O)([O-])[O-].[K+].[K+].[I-].[K+].Cl.Cl[CH2:35][CH2:36][CH2:37][N:38]([CH3:40])[CH3:39]. The catalyst is CN(C)C=O.O. The product is [N:11]1([CH2:10][C:2]2[N:3]([CH2:35][CH2:36][CH2:37][N:38]([CH3:40])[CH3:39])[C:4]3[CH:9]=[CH:8][CH:7]=[CH:6][C:5]=3[N:1]=2)[C@H:24]2[C@@H:15]([CH2:16][CH2:17][C:18]3[C:23]2=[N:22][CH:21]=[CH:20][CH:19]=3)[CH2:14][CH2:13][CH2:12]1. The yield is 0.630. (4) The reactants are [C:1]([N:4]1[C:8]2[CH:9]=[CH:10][CH:11]=[CH:12][C:7]=2[NH:6][C:5]1=[O:13])([CH3:3])=[CH2:2].[C:14]([O:18][CH3:19])(=[O:17])[CH:15]=[CH2:16].[OH-].C([N+](C)(C)C)C1C=CC=CC=1.O. The catalyst is CN(C=O)C.C(OCC)(=O)C. The product is [CH3:19][O:18][C:14](=[O:17])[CH2:15][CH2:16][N:6]1[C:7]2[CH:12]=[CH:11][CH:10]=[CH:9][C:8]=2[N:4]([C:1]([CH3:3])=[CH2:2])[C:5]1=[O:13]. The yield is 0.640.